Task: Regression. Given a peptide amino acid sequence and an MHC pseudo amino acid sequence, predict their binding affinity value. This is MHC class I binding data.. Dataset: Peptide-MHC class I binding affinity with 185,985 pairs from IEDB/IMGT The peptide sequence is FVHTLLKTY. The MHC is HLA-B39:01 with pseudo-sequence HLA-B39:01. The binding affinity (normalized) is 0.0847.